This data is from Experimentally validated miRNA-target interactions with 360,000+ pairs, plus equal number of negative samples. The task is: Binary Classification. Given a miRNA mature sequence and a target amino acid sequence, predict their likelihood of interaction. The miRNA is mmu-miR-10a-5p with sequence UACCCUGUAGAUCCGAAUUUGUG. The protein sequence of the target gene is MAAESDVLHFQFEQQGDVVLQKMNLLRQQNLFCDVSIYINDTEFQGHKVILAACSTFMRDQFLLTQSKHVRITILQSAEVGWKLLLSCYTGALEVKRKELLKYLTAASYLQMVHIVEKCTEALSKYLEIDLSMKNNQHTDLCQSSDTDVKNEEENSDKDCEIIEISEDSPVNLDFHVKEEESNALQSAAETLTSERMRMQSPELSAVDGGFKENEICILHVESISTDDVENGQFSQPCTSSKAGIYFPETQHSLINSTVENRVTEVPGNTNQGLFSENSDGSHGTVNEIQNLDENFSLRH.... Result: 1 (interaction).